This data is from Full USPTO retrosynthesis dataset with 1.9M reactions from patents (1976-2016). The task is: Predict the reactants needed to synthesize the given product. (1) Given the product [NH3:12].[CH:19]1[C:20]2[C:15](=[CH:14][C:13]([NH:12][S:9]([CH:8]([NH:29][CH:23]3[CH2:28][CH2:27][CH2:26][CH2:25][CH2:24]3)[C:2]3[CH:7]=[CH:6][CH:5]=[CH:4][CH:3]=3)(=[O:11])=[O:10])=[CH:22][CH:21]=2)[CH:16]=[CH:17][N:18]=1, predict the reactants needed to synthesize it. The reactants are: Cl[C:2]1([CH2:8][S:9]([NH:12][C:13]2[CH:14]=[C:15]3[C:20](=[CH:21][CH:22]=2)[CH:19]=[N:18][CH:17]=[CH:16]3)(=[O:11])=[O:10])[CH:7]=[CH:6][CH:5]=[CH:4][CH2:3]1.[CH:23]1([NH2:29])[CH2:28][CH2:27][CH2:26][CH2:25][CH2:24]1. (2) Given the product [CH:10]1[C:11]2[CH:12]([CH2:14][O:15][C:16]([NH:18][C:19]([CH3:25])([CH2:23][OH:24])[C:20]([O:22][CH3:26])=[O:21])=[O:17])[C:13]3[C:5](=[CH:4][CH:3]=[CH:2][CH:1]=3)[C:6]=2[CH:7]=[CH:8][CH:9]=1, predict the reactants needed to synthesize it. The reactants are: [CH:1]1[C:13]2[CH:12]([CH2:14][O:15][C:16]([NH:18][C:19]([CH3:25])([CH2:23][OH:24])[C:20]([OH:22])=[O:21])=[O:17])[C:11]3[C:6](=[CH:7][CH:8]=[CH:9][CH:10]=3)[C:5]=2[CH:4]=[CH:3][CH:2]=1.[C:26]([O-])([O-])=O.[K+].[K+].CI. (3) Given the product [CH:33]([O:14][C:4]1[CH:3]=[C:2]([C:39]2[N:40]=[CH:41][C:42]([C:45]3[CH:46]=[N:47][N:48]([CH:50]4[CH2:55][CH2:54][NH:53][CH2:52][CH2:51]4)[CH:49]=3)=[CH:43][N:44]=2)[CH:7]=[C:6]([C:8]2[CH:9]=[N:10][N:11]([CH3:13])[CH:12]=2)[CH:5]=1)=[O:36], predict the reactants needed to synthesize it. The reactants are: Br[C:2]1[CH:3]=[C:4]([OH:14])[CH:5]=[C:6]([C:8]2[CH:9]=[N:10][N:11]([CH3:13])[CH:12]=2)[CH:7]=1.B1(B2OC(C)(C)C(C)(C)O2)OC(C)(C)C(C)(C)O1.[C:33]([O-:36])(=O)C.[K+].I[C:39]1[N:44]=[CH:43][C:42]([C:45]2[CH:46]=[N:47][N:48]([CH:50]3[CH2:55][CH2:54][N:53](C(OC(C)(C)C)=O)[CH2:52][CH2:51]3)[CH:49]=2)=[CH:41][N:40]=1.C(=O)([O-])[O-].[K+].[K+]. (4) Given the product [CH2:36]([NH:44][C:14]1[N:19]=[C:18]([N:20]2[C:29]3[C:24](=[CH:25][CH:26]=[C:27]([C:30]4[CH:35]=[CH:34][CH:33]=[CH:32][CH:31]=4)[N:28]=3)[CH2:23][CH2:22][CH2:21]2)[CH:17]=[CH:16][N:15]=1)[CH2:37][C:38]1[CH:43]=[CH:42][CH:41]=[CH:40][CH:39]=1, predict the reactants needed to synthesize it. The reactants are: C1C=C(Cl)C=C(C(OO)=O)C=1.CS[C:14]1[N:19]=[C:18]([N:20]2[C:29]3[C:24](=[CH:25][CH:26]=[C:27]([C:30]4[CH:35]=[CH:34][CH:33]=[CH:32][CH:31]=4)[N:28]=3)[CH2:23][CH2:22][CH2:21]2)[CH:17]=[CH:16][N:15]=1.[CH2:36]([NH2:44])[CH2:37][C:38]1[CH:43]=[CH:42][CH:41]=[CH:40][CH:39]=1.